This data is from Peptide-MHC class I binding affinity with 185,985 pairs from IEDB/IMGT. The task is: Regression. Given a peptide amino acid sequence and an MHC pseudo amino acid sequence, predict their binding affinity value. This is MHC class I binding data. The peptide sequence is IHDFVDKTL. The MHC is HLA-B58:01 with pseudo-sequence HLA-B58:01. The binding affinity (normalized) is 0.0847.